Task: Predict the reaction yield, written as a fraction of the theoretical maximum amount of product (1.0 means a 100% yield; for example, 0.34 means a 34% yield).. Dataset: Reaction yield outcomes from USPTO patents with 853,638 reactions (1) The reactants are [N:1]1[CH:6]=[CH:5][CH:4]=[CH:3][C:2]=1[NH2:7].Cl[C:9]1[C:18]2[C:13](=[CH:14][CH:15]=[C:16](CC([O-])=O)[CH:17]=2)[N:12]=[CH:11][N:10]=1.C(=O)([O-])[O-:24].[Cs+].[Cs+]. The catalyst is C1(C)C=CC=CC=1.C1C=CC(/C=C/C(/C=C/C2C=CC=CC=2)=O)=CC=1.C1C=CC(/C=C/C(/C=C/C2C=CC=CC=2)=O)=CC=1.C1C=CC(/C=C/C(/C=C/C2C=CC=CC=2)=O)=CC=1.[Pd].[Pd]. The product is [N:1]1[CH:6]=[CH:5][CH:4]=[CH:3][C:2]=1[NH:7][C:9]1[C:18]2[C:13](=[CH:14][CH:15]=[C:16]([OH:24])[CH:17]=2)[N:12]=[CH:11][N:10]=1. The yield is 0.640. (2) The reactants are [CH3:1][C:2]1[CH:11]=[CH:10][C:9]2[C:4](=[CH:5][CH:6]=[C:7]([C:12]([OH:14])=[O:13])[CH:8]=2)[N:3]=1.[CH3:15]O. The catalyst is S(=O)(=O)(O)O. The product is [CH3:1][C:2]1[CH:11]=[CH:10][C:9]2[C:4](=[CH:5][CH:6]=[C:7]([C:12]([O:14][CH3:15])=[O:13])[CH:8]=2)[N:3]=1. The yield is 0.590. (3) The reactants are [OH:1][N:2]=[C:3]([C:6]1[S:7][CH:8]=[CH:9][CH:10]=1)[C:4]#[N:5].[CH2:11]([S:19](Cl)(=[O:21])=[O:20])[CH2:12][CH2:13][CH2:14][CH2:15][CH2:16][CH2:17][CH3:18]. No catalyst specified. The product is [CH2:11]([S:19]([O:1][N:2]=[C:3]([C:6]1[S:7][CH:8]=[CH:9][CH:10]=1)[C:4]#[N:5])(=[O:21])=[O:20])[CH2:12][CH2:13][CH2:14][CH2:15][CH2:16][CH2:17][CH3:18]. The yield is 0.410. (4) The reactants are [Cl:1][C:2]1[CH:7]=[CH:6][C:5]([CH2:8][N:9]2[C:17](=[O:18])[C:16]3[C:11](=[CH:12][CH:13]=[CH:14][CH:15]=3)[C:10]2=[O:19])=[CH:4][C:3]=1[O:20]C.B(Br)(Br)Br.CCOC(C)=O. The catalyst is C(Cl)Cl. The product is [Cl:1][C:2]1[CH:7]=[CH:6][C:5]([CH2:8][N:9]2[C:17](=[O:18])[C:16]3[C:11](=[CH:12][CH:13]=[CH:14][CH:15]=3)[C:10]2=[O:19])=[CH:4][C:3]=1[OH:20]. The yield is 0.970.